From a dataset of Reaction yield outcomes from USPTO patents with 853,638 reactions. Predict the reaction yield, written as a fraction of the theoretical maximum amount of product (1.0 means a 100% yield; for example, 0.34 means a 34% yield). (1) The reactants are CCOC(C)=O.[H-].[Na+].C[O:10][C:11]1[CH:12]=[C:13]([SH:17])[CH:14]=[CH:15][CH:16]=1.Br[C:19]1[N:20]([CH2:29][CH2:30][CH2:31][CH3:32])[C:21]2[C:26]([N:27]=1)=[C:25]([NH2:28])[N:24]=[CH:23][N:22]=2. The catalyst is CN(C=O)C. The product is [NH2:28][C:25]1[N:24]=[CH:23][N:22]=[C:21]2[C:26]=1[N:27]=[C:19]([S:17][C:13]1[CH:12]=[C:11]([OH:10])[CH:16]=[CH:15][CH:14]=1)[N:20]2[CH2:29][CH2:30][CH2:31][CH3:32]. The yield is 0.890. (2) The reactants are [F:1][C:2]([F:20])([F:19])[C:3]1[CH:4]=[C:5]([C:9]2[CH:17]=[CH:16][CH:15]=[C:14]3[C:10]=2[CH2:11][C:12](=[O:18])[NH:13]3)[CH:6]=[CH:7][CH:8]=1.[N:21]1([CH2:26][CH2:27][NH:28][C:29]([C:31]2[CH:35]=[C:34]([CH3:36])[NH:33][C:32]=2[CH:37]=O)=[O:30])[CH2:25][CH2:24][CH2:23][CH2:22]1. The catalyst is C(O)C.N1CCCCC1. The product is [N:21]1([CH2:26][CH2:27][NH:28][C:29]([C:31]2[CH:35]=[C:34]([CH3:36])[NH:33][C:32]=2[CH:37]=[C:11]2[C:10]3[C:14](=[CH:15][CH:16]=[CH:17][C:9]=3[C:5]3[CH:6]=[CH:7][CH:8]=[C:3]([C:2]([F:1])([F:19])[F:20])[CH:4]=3)[NH:13][C:12]2=[O:18])=[O:30])[CH2:25][CH2:24][CH2:23][CH2:22]1. The yield is 0.750. (3) The reactants are Br[C:2](=[CH:5]OC(C)C)[CH:3]=[O:4].[NH2:10][C:11]1[C:19]2[C:14](=[CH:15][CH:16]=[CH:17][CH:18]=2)[CH2:13][N:12]=1.C(N(CC)CC)C. The catalyst is C(#N)C.C(OCC)(=O)C. The product is [N:10]1[C:2]([CH:3]=[O:4])=[CH:5][N:12]2[CH2:13][C:14]3[C:19](=[CH:18][CH:17]=[CH:16][CH:15]=3)[C:11]=12. The yield is 0.220. (4) The reactants are Cl[C:2]1[CH:3]=[C:4]([CH:8]=[C:9]([Cl:11])[N:10]=1)[C:5]([OH:7])=[O:6].[NH:12]1[CH2:17][CH2:16][CH:15]([OH:18])[CH2:14][CH2:13]1.C(=O)([O-])[O-].[Cs+].[Cs+].CN(C=O)C. The catalyst is C(OCC)(=O)C. The product is [Cl:11][C:9]1[CH:8]=[C:4]([CH:3]=[C:2]([N:12]2[CH2:17][CH2:16][CH:15]([OH:18])[CH2:14][CH2:13]2)[N:10]=1)[C:5]([OH:7])=[O:6]. The yield is 0.570. (5) The reactants are [C:1]1([S:7]([C:10]#[N:11])(=[O:9])=[O:8])[CH:6]=[CH:5][CH:4]=[CH:3][CH:2]=1.[C:12]1([CH3:18])[CH:17]=CC=[CH:14][CH:13]=1.B(O)(O)O. The catalyst is C(O)CCC. The product is [C:1]1([S:7]([C:10]2[CH:14]=[CH:13][C:12]([CH3:18])=[CH:17][N:11]=2)(=[O:8])=[O:9])[CH:2]=[CH:3][CH:4]=[CH:5][CH:6]=1. The yield is 0.940. (6) The reactants are [N:1]1([C:7]([O:9][C:10]([CH3:13])([CH3:12])[CH3:11])=[O:8])[CH2:6][CH2:5][NH:4][CH2:3][CH2:2]1.Cl[C:15]1[CH:20]=[N:19][CH:18]=[CH:17][N:16]=1.C([O-])([O-])=O.[Cs+].[Cs+]. The catalyst is CS(C)=O. The product is [N:16]1[CH:17]=[CH:18][N:19]=[CH:20][C:15]=1[N:4]1[CH2:5][CH2:6][N:1]([C:7]([O:9][C:10]([CH3:13])([CH3:12])[CH3:11])=[O:8])[CH2:2][CH2:3]1. The yield is 0.600. (7) The reactants are [F:1][C:2]1[CH:3]=[C:4]([C@@H:9]2[CH2:13][N:12]([CH2:14][CH2:15][O:16][CH3:17])[CH2:11][C@H:10]2[NH2:18])[CH:5]=[CH:6][C:7]=1[F:8].[Br:19][C:20]1[C:24]([CH3:25])=[C:23]([NH:26][C:27](=O)[O:28]C2C=CC=CC=2)[N:22]([C:36]2[CH:41]=[CH:40][CH:39]=[CH:38][CH:37]=2)[N:21]=1.CCN(C(C)C)C(C)C. The catalyst is C(Cl)Cl. The product is [Br:19][C:20]1[C:24]([CH3:25])=[C:23]([NH:26][C:27]([NH:18][C@H:10]2[C@H:9]([C:4]3[CH:5]=[CH:6][C:7]([F:8])=[C:2]([F:1])[CH:3]=3)[CH2:13][N:12]([CH2:14][CH2:15][O:16][CH3:17])[CH2:11]2)=[O:28])[N:22]([C:36]2[CH:41]=[CH:40][CH:39]=[CH:38][CH:37]=2)[N:21]=1. The yield is 0.670. (8) The reactants are [CH3:1][O:2][C:3]([C:5]1[S:6][CH:7]=[C:8]([Br:11])[C:9]=1[OH:10])=[O:4].[C:12](=O)([O-])[O-].[K+].[K+].IC. The product is [CH3:1][O:2][C:3]([C:5]1[S:6][CH:7]=[C:8]([Br:11])[C:9]=1[O:10][CH3:12])=[O:4]. The yield is 1.00. The catalyst is CC(C)=O. (9) The reactants are [CH2:1]([O:3][C:4]([C:6]1[O:7][C:8]2[C:13]([C:14](=[O:16])[CH:15]=1)=[CH:12][C:11]([OH:17])=[CH:10][C:9]=2[Br:18])=[O:5])[CH3:2].S(OCC)(O[CH2:23][CH3:24])(=O)=O.C([O-])([O-])=O.[K+].[K+].C(OCC)(=O)C. The catalyst is C1(C)C=CC=CC=1. The product is [CH2:1]([O:3][C:4]([C:6]1[O:7][C:8]2[C:13]([C:14](=[O:16])[CH:15]=1)=[CH:12][C:11]([O:17][CH2:23][CH3:24])=[CH:10][C:9]=2[Br:18])=[O:5])[CH3:2]. The yield is 0.650.